This data is from Reaction yield outcomes from USPTO patents with 853,638 reactions. The task is: Predict the reaction yield, written as a fraction of the theoretical maximum amount of product (1.0 means a 100% yield; for example, 0.34 means a 34% yield). (1) The reactants are [CH2:1]([O:8][CH2:9][CH:10]1[CH2:15][CH2:14][CH:13]([CH:16]=[O:17])[CH2:12][CH2:11]1)[C:2]1[CH:7]=[CH:6][CH:5]=[CH:4][CH:3]=1.[O-]Cl.[Na+].[CH3:21][OH:22]. The yield is 0.650. The product is [CH3:21][O:22][C:16]([CH:13]1[CH2:12][CH2:11][CH:10]([CH2:9][O:8][CH2:1][C:2]2[CH:3]=[CH:4][CH:5]=[CH:6][CH:7]=2)[CH2:15][CH2:14]1)=[O:17]. The catalyst is C(O)(=O)C. (2) The reactants are Cl[C:2]1[N:11]=[C:10]([NH:12][CH:13]([C:21]2[CH:26]=[CH:25][CH:24]=[CH:23][CH:22]=2)[CH2:14][C:15]2[CH:20]=[CH:19][CH:18]=[CH:17][CH:16]=2)[C:9]2[C:4](=[CH:5][CH:6]=[CH:7][CH:8]=2)[N:3]=1.[CH3:27][N:28]([CH3:38])[C:29]1[CH:34]=[CH:33][C:32](B(O)O)=[CH:31][CH:30]=1.C1(C(C2C=CC=CN=2)CNC2C3C(=CC=CC=3)N=C(C3C=CC(NS(C)(=O)=O)=CC=3)N=2)C=CC=CC=1. The catalyst is C(Cl)(Cl)Cl.CO. The product is [CH3:27][N:28]([CH3:38])[C:29]1[CH:34]=[CH:33][C:32]([C:2]2[N:11]=[C:10]([NH:12][CH:13]([C:21]3[CH:26]=[CH:25][CH:24]=[CH:23][CH:22]=3)[CH2:14][C:15]3[CH:20]=[CH:19][CH:18]=[CH:17][CH:16]=3)[C:9]3[C:4](=[CH:5][CH:6]=[CH:7][CH:8]=3)[N:3]=2)=[CH:31][CH:30]=1. The yield is 0.160. (3) The catalyst is O1CCCC1. The product is [CH:1]([N:14]1[CH2:17][C:16]([CH2:19][CH3:20])([OH:18])[CH2:15]1)([C:8]1[CH:13]=[CH:12][CH:11]=[CH:10][CH:9]=1)[C:2]1[CH:3]=[CH:4][CH:5]=[CH:6][CH:7]=1. The reactants are [CH:1]([N:14]1[CH2:17][C:16](=[O:18])[CH2:15]1)([C:8]1[CH:13]=[CH:12][CH:11]=[CH:10][CH:9]=1)[C:2]1[CH:7]=[CH:6][CH:5]=[CH:4][CH:3]=1.[CH2:19]([Mg]Br)[CH3:20].C(=O)([O-])O.[Na+]. The yield is 0.600. (4) The reactants are [OH:1][C:2]1[CH:7]=[C:6]([CH3:8])[CH:5]=[CH:4][C:3]=1[NH:9][C:10]([C:12]1[CH:17]=[C:16]([N+:18]([O-:20])=[O:19])[CH:15]=[CH:14][C:13]=1Cl)=[O:11].[OH-].[Na+]. The catalyst is O. The product is [CH3:8][C:6]1[CH:5]=[CH:4][C:3]2[NH:9][C:10](=[O:11])[C:12]3[CH:17]=[C:16]([N+:18]([O-:20])=[O:19])[CH:15]=[CH:14][C:13]=3[O:1][C:2]=2[CH:7]=1. The yield is 0.830. (5) The reactants are CN(C(ON1N=NC2C=CC=NC1=2)=[N+](C)C)C.F[P-](F)(F)(F)(F)F.[NH2:25][C:26]1[CH:27]=[C:28]([C:35]2[CH:40]=[CH:39][C:38]([O:41][CH3:42])=[CH:37][CH:36]=2)[CH:29]=[CH:30][C:31]=1[C:32]([OH:34])=O.FC(F)(F)C(O)=O.[NH2:50][C@H:51]([C:58]([O:60][CH2:61][C:62]1[CH:67]=[CH:66][CH:65]=[CH:64][CH:63]=1)=[O:59])[CH2:52][C:53]([O:55][CH2:56][CH3:57])=[O:54].C(N(CC)C(C)C)(C)C.C([O-])(O)=O.[Na+]. The catalyst is C(Cl)Cl.C(OCC)(=O)C. The product is [NH2:25][C:26]1[CH:27]=[C:28]([C:35]2[CH:40]=[CH:39][C:38]([O:41][CH3:42])=[CH:37][CH:36]=2)[CH:29]=[CH:30][C:31]=1[C:32]([NH:50][C@H:51]([C:58]([O:60][CH2:61][C:62]1[CH:63]=[CH:64][CH:65]=[CH:66][CH:67]=1)=[O:59])[CH2:52][C:53]([O:55][CH2:56][CH3:57])=[O:54])=[O:34]. The yield is 0.530.